This data is from Forward reaction prediction with 1.9M reactions from USPTO patents (1976-2016). The task is: Predict the product of the given reaction. (1) The product is: [S:34]1[CH2:35][CH:36]=[C:37]([C:2]2[C:3]([NH:14][C:15]3[C:24]4[C:19](=[CH:20][C:21]([F:26])=[CH:22][C:23]=4[F:25])[N:18]=[C:17]([C:27]4[CH:32]=[CH:31][CH:30]=[CH:29][N:28]=4)[C:16]=3[CH3:33])=[CH:4][C:5]([N:8]3[CH2:13][CH2:12][O:11][CH2:10][CH2:9]3)=[N:6][CH:7]=2)[CH2:38][CH2:39]1. Given the reactants Br[C:2]1[C:3]([NH:14][C:15]2[C:24]3[C:19](=[CH:20][C:21]([F:26])=[CH:22][C:23]=3[F:25])[N:18]=[C:17]([C:27]3[CH:32]=[CH:31][CH:30]=[CH:29][N:28]=3)[C:16]=2[CH3:33])=[CH:4][C:5]([N:8]2[CH2:13][CH2:12][O:11][CH2:10][CH2:9]2)=[N:6][CH:7]=1.[S:34]1[CH2:39][CH:38]=[C:37](B2OC(C)(C)C(C)(C)O2)[CH2:36][CH2:35]1.C1(P(C2CCCCC2)C2CCCCC2)CCCCC1.[O-]P([O-])([O-])=O.[K+].[K+].[K+], predict the reaction product. (2) Given the reactants [NH2:1][CH:2]([C:11]1[C:16]([O:17][CH3:18])=[CH:15][CH:14]=[CH:13][C:12]=1[O:19][CH3:20])[CH2:3][CH2:4][CH2:5][CH2:6][C:7]([O:9]C)=O.[S:21]1[C:25]([C:26]2[CH:27]=[C:28]([CH:31]=[CH:32][CH:33]=2)[CH:29]=O)=[CH:24][N:23]=[CH:22]1, predict the reaction product. The product is: [CH3:20][O:19][C:12]1[CH:13]=[CH:14][CH:15]=[C:16]([O:17][CH3:18])[C:11]=1[CH:2]1[N:1]([CH2:29][C:28]2[CH:31]=[CH:32][CH:33]=[C:26]([C:25]3[S:21][CH:22]=[N:23][CH:24]=3)[CH:27]=2)[C:7](=[O:9])[CH2:6][CH2:5][CH2:4][CH2:3]1. (3) Given the reactants [Br:1][C:2]1[CH:10]=[CH:9][C:8]([C:11]([O:13]C)=[O:12])=[C:7]2[C:3]=1[CH:4]=[CH:5][NH:6]2.[OH-].[Li+], predict the reaction product. The product is: [Br:1][C:2]1[CH:10]=[CH:9][C:8]([C:11]([OH:13])=[O:12])=[C:7]2[C:3]=1[CH:4]=[CH:5][NH:6]2. (4) Given the reactants [O:1]=[C:2]1[C:7]([C:8]([OH:10])=O)=[CH:6][CH:5]=[N:4][N:3]1[C:11]1[CH:16]=[CH:15][CH:14]=[CH:13][CH:12]=1.[C:17](Cl)(=[O:21])[C:18](Cl)=O.C(N(CC)CC)C.[C:30]1(=O)[CH2:35][CH2:34]CC[C:31]1=[O:36], predict the reaction product. The product is: [O:1]=[C:2]1[C:7]([C:8]([CH:18]2[C:17](=[O:21])[CH2:34][CH2:35][CH2:30][C:31]2=[O:36])=[O:10])=[CH:6][CH:5]=[N:4][N:3]1[C:11]1[CH:16]=[CH:15][CH:14]=[CH:13][CH:12]=1. (5) The product is: [C:1]([CH:5]1[CH2:10][CH2:9][CH:8]([C:11]2[CH:18]=[CH:17][C:14]([CH:15]=[N:31][OH:30])=[CH:13][C:12]=2[N:19]2[CH2:24][CH2:23][N:22]([CH2:25][CH2:26][CH2:27][CH3:28])[CH2:21][CH2:20]2)[CH2:7][CH2:6]1)([CH3:4])([CH3:3])[CH3:2]. Given the reactants [C:1]([CH:5]1[CH2:10][CH2:9][CH:8]([C:11]2[CH:18]=[CH:17][C:14]([CH:15]=O)=[CH:13][C:12]=2[N:19]2[CH2:24][CH2:23][N:22]([CH2:25][CH2:26][CH2:27][CH3:28])[CH2:21][CH2:20]2)[CH2:7][CH2:6]1)([CH3:4])([CH3:3])[CH3:2].[Cl-].[OH:30][NH3+:31].C([O-])(=O)C.[Na+].[Cl-].[NH4+], predict the reaction product. (6) Given the reactants [Br:1][C:2]1[CH:3]=[C:4]([CH:9]=[C:10]([O:13][CH3:14])[C:11]=1N)[C:5]([O:7][CH3:8])=[O:6].N([O-])=O.[Na+].P(P(O)(O)=O)(O)(O)=O, predict the reaction product. The product is: [Br:1][C:2]1[CH:3]=[C:4]([CH:9]=[C:10]([O:13][CH3:14])[CH:11]=1)[C:5]([O:7][CH3:8])=[O:6].